The task is: Predict which catalyst facilitates the given reaction.. This data is from Catalyst prediction with 721,799 reactions and 888 catalyst types from USPTO. (1) Reactant: [CH:1]1([CH2:4][O:5][C:6]2[C:15]([F:16])=[CH:14][C:9]([C:10]([O:12]C)=[O:11])=[CH:8][N:7]=2)[CH2:3][CH2:2]1.C1COCC1.[OH-].[Li+].Cl. Product: [CH:1]1([CH2:4][O:5][C:6]2[C:15]([F:16])=[CH:14][C:9]([C:10]([OH:12])=[O:11])=[CH:8][N:7]=2)[CH2:3][CH2:2]1. The catalyst class is: 5. (2) Reactant: C(OC([N:8]1[CH2:12][CH2:11][CH2:10][CH:9]1[C:13](=[O:29])[NH:14][CH:15]1[CH2:19][C:18](=[O:20])[O:17][CH:16]1[O:21][CH2:22][C:23]1[CH:28]=[CH:27][CH:26]=[CH:25][CH:24]=1)=O)(C)(C)C.C(O)(C(F)(F)F)=O. Product: [CH2:22]([O:21][CH:16]1[CH:15]([NH:14][C:13]([CH:9]2[CH2:10][CH2:11][CH2:12][NH:8]2)=[O:29])[CH2:19][C:18](=[O:20])[O:17]1)[C:23]1[CH:24]=[CH:25][CH:26]=[CH:27][CH:28]=1. The catalyst class is: 2. (3) Reactant: [CH2:1]([C:4]1[CH:9]=[CH:8][C:7]([C:10]2[CH:15]=[CH:14][C:13]([C:16]3[S:17][CH:18]=[CH:19][CH:20]=3)=[C:12]([F:21])[CH:11]=2)=[CH:6][CH:5]=1)[CH2:2][CH3:3].[Li]CCCC.C1C=CC(S(N(S(C2C=CC=CC=2)(=O)=O)[F:37])(=O)=O)=CC=1.O. Product: [F:37][C:18]1[S:17][C:16]([C:13]2[CH:14]=[CH:15][C:10]([C:7]3[CH:6]=[CH:5][C:4]([CH2:1][CH2:2][CH3:3])=[CH:9][CH:8]=3)=[CH:11][C:12]=2[F:21])=[CH:20][CH:19]=1. The catalyst class is: 1. (4) Reactant: [NH:1]1[CH2:6][CH2:5][CH:4]([C:7]2[CH:12]=[CH:11][C:10]([NH:13][C:14]3[N:19]=[C:18]([CH2:20][CH2:21][C:22]4[C:23]([CH2:28][C:29]([NH2:31])=[O:30])=[N:24][CH:25]=[CH:26][N:27]=4)[C:17]([C:32]([F:35])([F:34])[F:33])=[CH:16][N:15]=3)=[CH:9][CH:8]=2)[CH2:3][CH2:2]1.C=O.[C:38](O[BH-](OC(=O)C)OC(=O)C)(=O)C.[Na+]. Product: [CH3:38][N:1]1[CH2:2][CH2:3][CH:4]([C:7]2[CH:12]=[CH:11][C:10]([NH:13][C:14]3[N:19]=[C:18]([CH2:20][CH2:21][C:22]4[C:23]([CH2:28][C:29]([NH2:31])=[O:30])=[N:24][CH:25]=[CH:26][N:27]=4)[C:17]([C:32]([F:33])([F:35])[F:34])=[CH:16][N:15]=3)=[CH:9][CH:8]=2)[CH2:5][CH2:6]1. The catalyst class is: 5. (5) Reactant: [Br:1][C:2]1[CH:7]=[CH:6][C:5]([C:8]([F:11])([F:10])[F:9])=[CH:4][C:3]=1F.[CH2:13]([SH:15])[CH3:14].C(=O)([O-])[O-].[K+].[K+].CN(C=O)C. Product: [Br:1][C:2]1[CH:7]=[CH:6][C:5]([C:8]([F:11])([F:10])[F:9])=[CH:4][C:3]=1[S:15][CH2:13][CH3:14]. The catalyst class is: 6. (6) The catalyst class is: 217. Reactant: C(N(CC)CC)C.[NH2:8][C@@H:9]1[CH2:15][CH2:14][C@@H:13]([C:16]2[CH:21]=[CH:20][CH:19]=[C:18]([F:22])[C:17]=2[F:23])[CH2:12][N:11]2[C:24]([C:27]([OH:30])([CH3:29])[CH3:28])=[N:25][N:26]=[C:10]12.[C:31]([N:38]1[CH:42]=[CH:41]N=[CH:39]1)(N1C=CN=C1)=[O:32].[C:43]1(=[O:53])[C:47]2(CCNC[CH2:48]2)[CH2:46][CH2:45][NH:44]1. Product: [F:23][C:17]1[C:18]([F:22])=[CH:19][CH:20]=[CH:21][C:16]=1[C@H:13]1[CH2:12][N:11]2[C:24]([C:27]([OH:30])([CH3:28])[CH3:29])=[N:25][N:26]=[C:10]2[C@H:9]([NH:8][C:31]([N:38]2[CH2:39][CH2:48][C:47]3([C:43](=[O:53])[NH:44][CH2:45][CH2:46]3)[CH2:41][CH2:42]2)=[O:32])[CH2:15][CH2:14]1. (7) Reactant: [CH2:1]([O:3][CH2:4][C:5]([O:7][CH2:8]SC1C=CC=CC=1)=[O:6])[CH3:2].S(Cl)([Cl:19])(=O)=O.C1CCCCC=1. Product: [CH2:1]([O:3][CH2:4][C:5]([O:7][CH2:8][Cl:19])=[O:6])[CH3:2]. The catalyst class is: 2. (8) Reactant: [Cl:1][S:2]([OH:5])(=O)=[O:3].[F:6][C:7]([F:24])([F:23])[C:8]([N:10]1[CH2:14][CH2:13][C@@H:12]([CH2:15][C:16]2[CH:21]=[CH:20][CH:19]=[C:18]([F:22])[CH:17]=2)[CH2:11]1)=[O:9]. Product: [F:22][C:18]1[CH:19]=[CH:20][C:21]([S:2]([Cl:1])(=[O:5])=[O:3])=[C:16]([CH2:15][C@@H:12]2[CH2:13][CH2:14][N:10]([C:8](=[O:9])[C:7]([F:6])([F:23])[F:24])[CH2:11]2)[CH:17]=1. The catalyst class is: 22. (9) Reactant: [O:1]1[CH:5]=[CH:4][N:3]=[C:2]1[C:6](=[S:8])[NH2:7].C([O:11][C:12](=O)[CH:13](Br)[CH2:14][CH3:15])C.N1C=CC=CC=1.C(OCC)(=O)C.CCCCCC. Product: [CH2:14]([C:13]1[S:8][C:6]([C:2]2[O:1][CH:5]=[CH:4][N:3]=2)=[N:7][C:12]=1[OH:11])[CH3:15]. The catalyst class is: 8. (10) Reactant: [N:1]1[CH:6]=[CH:5][CH:4]=[C:3]([C:7]2[CH:20]=[CH:19][C:10]([O:11][CH2:12][C@H:13]3[O:18][CH2:17][CH2:16][NH:15][CH2:14]3)=[CH:9][CH:8]=2)[CH:2]=1.C(N(CC)CC)C.[Cl:28][C:29]1[CH:30]=[C:31]2[C:35](=[CH:36][CH:37]=1)[N:34]([S:38]([C:41]1[CH:46]=[CH:45][CH:44]=[CH:43][CH:42]=1)(=[O:40])=[O:39])[C:33]([C:47]([O:49][CH2:50][CH3:51])=[O:48])=[C:32]2[S:52](Cl)(=[O:54])=[O:53]. Product: [Cl:28][C:29]1[CH:30]=[C:31]2[C:35](=[CH:36][CH:37]=1)[N:34]([S:38]([C:41]1[CH:42]=[CH:43][CH:44]=[CH:45][CH:46]=1)(=[O:39])=[O:40])[C:33]([C:47]([O:49][CH2:50][CH3:51])=[O:48])=[C:32]2[S:52]([N:15]1[CH2:16][CH2:17][O:18][C@H:13]([CH2:12][O:11][C:10]2[CH:19]=[CH:20][C:7]([C:3]3[CH:2]=[N:1][CH:6]=[CH:5][CH:4]=3)=[CH:8][CH:9]=2)[CH2:14]1)(=[O:53])=[O:54]. The catalyst class is: 4.